Dataset: Full USPTO retrosynthesis dataset with 1.9M reactions from patents (1976-2016). Task: Predict the reactants needed to synthesize the given product. (1) Given the product [Cl:1][C:2]1[CH:3]=[CH:4][C:5]([C:25]#[N:26])=[C:6]([C:8]2[C:13]([O:14][CH3:15])=[CH:12][N:11]([CH:16]([CH2:33][CH2:34][O:35][CH3:36])[C:17]([O:19][C:20]([CH3:21])([CH3:22])[CH3:23])=[O:18])[C:10](=[O:24])[CH:9]=2)[CH:7]=1, predict the reactants needed to synthesize it. The reactants are: [Cl:1][C:2]1[CH:3]=[CH:4][C:5]([C:25]#[N:26])=[C:6]([C:8]2[C:13]([O:14][CH3:15])=[CH:12][N:11]([CH2:16][C:17]([O:19][C:20]([CH3:23])([CH3:22])[CH3:21])=[O:18])[C:10](=[O:24])[CH:9]=2)[CH:7]=1.FC(F)(F)S(O[CH2:33][CH2:34][O:35][CH3:36])(=O)=O.[Cl-].[NH4+]. (2) Given the product [C:24]([C:23]1[CH:22]=[CH:21][C:20]([CH3:19])=[C:27]([C:2]2[CH:18]=[CH:17][C:5]([C:6]([NH:8][C:9]3[CH:10]=[N:11][C:12]([CH3:16])=[CH:13][C:14]=3[CH3:15])=[O:7])=[CH:4][CH:3]=2)[CH:26]=1)#[N:25], predict the reactants needed to synthesize it. The reactants are: Br[C:2]1[CH:18]=[CH:17][C:5]([C:6]([NH:8][C:9]2[CH:10]=[N:11][C:12]([CH3:16])=[CH:13][C:14]=2[CH3:15])=[O:7])=[CH:4][CH:3]=1.[CH3:19][C:20]1[CH:27]=[CH:26][C:23]([C:24]#[N:25])=[CH:22][C:21]=1B1OC(C)(C)C(C)(C)O1.C([O-])([O-])=O.[Na+].[Na+].C(O)C. (3) Given the product [F:21][C:13]1[CH:12]=[C:11]([C:9]2[O:8][N:7]=[C:6]([C:4]([OH:5])=[O:3])[N:10]=2)[CH:16]=[CH:15][C:14]=1[S:17]([CH3:20])(=[O:19])=[O:18], predict the reactants needed to synthesize it. The reactants are: C([O:3][C:4]([C:6]1[N:10]=[C:9]([C:11]2[CH:16]=[CH:15][C:14]([S:17]([CH3:20])(=[O:19])=[O:18])=[C:13]([F:21])[CH:12]=2)[O:8][N:7]=1)=[O:5])C.[Li+].[OH-]. (4) Given the product [CH:22]12[NH:24][CH:19]([CH2:20][CH2:21]1)[CH2:18][CH:17]([CH:12]1[C:13]3[CH:14]=[CH:15][CH:16]=[C:3]([OH:2])[C:4]=3[O:5][C:6]3[C:11]1=[CH:10][CH:9]=[C:8]([C:25]1[CH:26]=[N:27][CH:28]=[CH:29][CH:30]=1)[CH:7]=3)[CH2:23]2, predict the reactants needed to synthesize it. The reactants are: C[O:2][C:3]1[CH:16]=[CH:15][CH:14]=[C:13]2[C:4]=1[O:5][C:6]1[CH:7]=[C:8]([C:25]3[CH:26]=[N:27][CH:28]=[CH:29][CH:30]=3)[CH:9]=[CH:10][C:11]=1[CH:12]2[CH:17]1[CH2:23][CH:22]2[NH:24][CH:19]([CH2:20][CH2:21]2)[CH2:18]1.B(Br)(Br)Br. (5) Given the product [F:115][C:109]1[CH:110]=[C:111]([F:114])[CH:112]=[CH:113][C:108]=1[CH2:107][N:106]1[C:100]2[C:101](=[C:102]3[CH2:103][N:95]([OH:94])[C:96](=[O:116])[C:97]3=[N:98][CH:99]=2)[CH:104]=[CH:105]1, predict the reactants needed to synthesize it. The reactants are: C(ONC(C1N=CC2N(CC3C=CC(F)=CC=3)C=NC=2C=1)=O)C1C=CC=CC=1.C(ON1CC2C(=NC=C3NC=CC3=2)C1=O)C1C=CC=CC=1.FC1C=C(F)C=CC=1CBr.FC1C=C(F)C=CC=1CN1C2=CN=C(C(OCC)=O)C=C2C(COCC)=C1.C([O:94][N:95]1[CH2:103][C:102]2[C:97](=[N:98][CH:99]=[C:100]3[N:106]([CH2:107][C:108]4[CH:113]=[CH:112][C:111]([F:114])=[CH:110][C:109]=4[F:115])[CH:105]=[CH:104][C:101]3=2)[C:96]1=[O:116])C1C=CC=CC=1.